This data is from Reaction yield outcomes from USPTO patents with 853,638 reactions. The task is: Predict the reaction yield, written as a fraction of the theoretical maximum amount of product (1.0 means a 100% yield; for example, 0.34 means a 34% yield). (1) The reactants are [OH:1][C:2]1[C:11]2[CH2:10][O:9][C:8](=[O:12])[N:7]([CH2:13][C:14]3[CH:21]=[CH:20][C:17]([C:18]#[N:19])=[CH:16][CH:15]=3)[C:6]=2[CH:5]=[N:4][C:3]=1[CH3:22].Br[CH2:24][C:25]1[CH:30]=[CH:29][CH:28]=[C:27]([C:31]#[N:32])[CH:26]=1. No catalyst specified. The product is [C:31]([C:27]1[CH:26]=[C:25]([CH:30]=[CH:29][CH:28]=1)[CH2:24][O:1][C:2]1[C:11]2[CH2:10][O:9][C:8](=[O:12])[N:7]([CH2:13][C:14]3[CH:21]=[CH:20][C:17]([C:18]#[N:19])=[CH:16][CH:15]=3)[C:6]=2[CH:5]=[N:4][C:3]=1[CH3:22])#[N:32]. The yield is 0.280. (2) The reactants are [N:1]([C@@H:4]([CH2:25][C:26]1[CH:31]=[CH:30][C:29]([O:32][CH3:33])=[CH:28][CH:27]=1)[C@H:5]([OH:24])[CH2:6][N:7]([CH2:19][C:20]([F:23])([CH3:22])[CH3:21])[S:8]([C:11]1[CH:16]=[CH:15][C:14]([O:17][CH3:18])=[CH:13][CH:12]=1)(=[O:10])=[O:9])=[N+]=[N-].C1(P(C2C=CC=CC=2)C2C=CC=CC=2)C=CC=CC=1. The catalyst is C1COCC1.O.C(OCC)(=O)C. The product is [NH2:1][C@@H:4]([CH2:25][C:26]1[CH:31]=[CH:30][C:29]([O:32][CH3:33])=[CH:28][CH:27]=1)[C@H:5]([OH:24])[CH2:6][N:7]([CH2:19][C:20]([F:23])([CH3:21])[CH3:22])[S:8]([C:11]1[CH:12]=[CH:13][C:14]([O:17][CH3:18])=[CH:15][CH:16]=1)(=[O:9])=[O:10]. The yield is 0.550. (3) The reactants are [NH2:1][C:2]1[CH:9]=[CH:8][C:7]([C:10]2[CH:15]=[CH:14][N:13]=[C:12]([NH:16][C:17]3[CH:22]=[CH:21][C:20]([N:23]4[CH2:28][CH2:27][O:26][CH2:25][CH2:24]4)=[CH:19][CH:18]=3)[N:11]=2)=[CH:6][C:3]=1[C:4]#[N:5].[CH3:29][CH:30]([CH3:35])[CH2:31][C:32](Cl)=[O:33]. The catalyst is N1C=CC=CC=1. The product is [C:4]([C:3]1[CH:6]=[C:7]([C:10]2[CH:15]=[CH:14][N:13]=[C:12]([NH:16][C:17]3[CH:18]=[CH:19][C:20]([N:23]4[CH2:24][CH2:25][O:26][CH2:27][CH2:28]4)=[CH:21][CH:22]=3)[N:11]=2)[CH:8]=[CH:9][C:2]=1[NH:1][C:32](=[O:33])[CH2:31][CH:30]([CH3:35])[CH3:29])#[N:5]. The yield is 0.240. (4) The reactants are [CH2:1]([O:3][C:4]([N:6]1[CH2:11][CH2:10][N:9]([S:12]([C:15]2[CH:20]=[CH:19][C:18]([C:21]([C:23]3[C:32]4[C:27](=[CH:28][CH:29]=[C:30]([F:33])[CH:31]=4)[CH:26]=[C:25]([CH2:34][C:35]([O:37]CC)=[O:36])[CH:24]=3)=[O:22])=[CH:17][CH:16]=2)(=[O:14])=[O:13])[CH2:8][CH2:7]1)=[O:5])[CH3:2].O.[OH-].[Li+]. The catalyst is O1CCCC1.O. The product is [CH2:1]([O:3][C:4]([N:6]1[CH2:7][CH2:8][N:9]([S:12]([C:15]2[CH:20]=[CH:19][C:18]([C:21]([C:23]3[C:32]4[C:27](=[CH:28][CH:29]=[C:30]([F:33])[CH:31]=4)[CH:26]=[C:25]([CH2:34][C:35]([OH:37])=[O:36])[CH:24]=3)=[O:22])=[CH:17][CH:16]=2)(=[O:14])=[O:13])[CH2:10][CH2:11]1)=[O:5])[CH3:2]. The yield is 0.560. (5) The yield is 0.420. The catalyst is ClCCl. The reactants are [F:1][C:2]1[C:10]([O:11][C:12]2[C:17]3=[C:18]([CH3:27])[C:19]([O:21][CH2:22][CH2:23][CH2:24][S:25][CH3:26])=[CH:20][N:16]3[N:15]=[CH:14][N:13]=2)=[CH:9][CH:8]=[C:7]2[C:3]=1[CH:4]=[C:5]([CH3:28])[NH:6]2.C1C=C(Cl)C=C(C(OO)=[O:37])C=1.C1(P(C2C=CC=CC=2)C2C=CC=CC=2)C=CC=CC=1. The product is [F:1][C:2]1[C:10]([O:11][C:12]2[C:17]3=[C:18]([CH3:27])[C:19]([O:21][CH2:22][CH2:23][CH2:24][S:25]([CH3:26])=[O:37])=[CH:20][N:16]3[N:15]=[CH:14][N:13]=2)=[CH:9][CH:8]=[C:7]2[C:3]=1[CH:4]=[C:5]([CH3:28])[NH:6]2. (6) The reactants are C(Cl)(=O)C(Cl)=O.CS(C)=O.[CH3:11][O:12][C:13]1[N:18]=[C:17]([CH2:19][OH:20])[CH:16]=[C:15]([NH:21][CH2:22][CH2:23][C:24]2[CH:29]=[CH:28][C:27]([O:30][CH3:31])=[CH:26][CH:25]=2)[N:14]=1.C(N(CC)CC)C. The catalyst is C(Cl)Cl.O. The product is [CH3:11][O:12][C:13]1[N:18]=[C:17]([CH:19]=[O:20])[CH:16]=[C:15]([NH:21][CH2:22][CH2:23][C:24]2[CH:25]=[CH:26][C:27]([O:30][CH3:31])=[CH:28][CH:29]=2)[N:14]=1. The yield is 0.905. (7) The reactants are [C:1]1([C:21]2[CH:26]=[CH:25][CH:24]=[CH:23][CH:22]=2)[CH:6]=[CH:5][C:4]([C:7]([N:9]2[CH2:13][C:12](=[N:14][O:15][CH3:16])[CH2:11][C@H:10]2[C:17](=[N:19][OH:20])[NH2:18])=[O:8])=[CH:3][CH:2]=1.[C:27]([O:31][C:32]([N:34]1[CH2:39][CH2:38][N:37]([CH2:40][C:41](O)=O)[CH2:36][CH2:35]1)=[O:33])([CH3:30])([CH3:29])[CH3:28]. No catalyst specified. The product is [C:1]1([C:21]2[CH:26]=[CH:25][CH:24]=[CH:23][CH:22]=2)[CH:2]=[CH:3][C:4]([C:7]([N:9]2[CH2:13][C:12](=[N:14][O:15][CH3:16])[CH2:11][C@H:10]2[C:17]2[N:18]=[C:41]([CH2:40][N:37]3[CH2:38][CH2:39][N:34]([C:32]([O:31][C:27]([CH3:28])([CH3:30])[CH3:29])=[O:33])[CH2:35][CH2:36]3)[O:20][N:19]=2)=[O:8])=[CH:5][CH:6]=1. The yield is 0.750.